This data is from Full USPTO retrosynthesis dataset with 1.9M reactions from patents (1976-2016). The task is: Predict the reactants needed to synthesize the given product. The reactants are: [Cl:1][C:2]1[CH:3]=[C:4]([C@@H:8]([CH2:19][CH:20]=[CH2:21])[C@@:9]([C:12]2[CH:17]=[CH:16][C:15]([Cl:18])=[CH:14][CH:13]=2)([NH2:11])[CH3:10])[CH:5]=[CH:6][CH:7]=1.C(O)(=O)C.[CH3:26][C:27]([CH3:29])=O.C([BH3-])#N.[Na+]. Given the product [Cl:1][C:2]1[CH:3]=[C:4]([C@@H:8]([CH2:19][CH:20]=[CH2:21])[C@@:9]([C:12]2[CH:13]=[CH:14][C:15]([Cl:18])=[CH:16][CH:17]=2)([NH:11][CH:27]([CH3:29])[CH3:26])[CH3:10])[CH:5]=[CH:6][CH:7]=1, predict the reactants needed to synthesize it.